From a dataset of Full USPTO retrosynthesis dataset with 1.9M reactions from patents (1976-2016). Predict the reactants needed to synthesize the given product. Given the product [Cl:11][C:12]1[CH:17]=[CH:16][CH:15]=[CH:14][C:13]=1[C:19]1[C:24]([C:25]2[NH:26][CH:27]=[CH:28][N:29]=2)=[CH:23][N:22]=[C:21]([NH:30][CH2:31][CH2:32][NH:33][C:34]2[CH:39]=[CH:38][C:37]([N+:40]([O-:42])=[O:41])=[CH:36][N:35]=2)[N:20]=1, predict the reactants needed to synthesize it. The reactants are: ClC1C=CC=CC=1C(Cl)=O.[Cl:11][C:12]1[CH:17]=[C:16](Cl)[CH:15]=[CH:14][C:13]=1[C:19]1[C:24]([C:25]2[NH:26][CH:27]=[CH:28][N:29]=2)=[CH:23][N:22]=[C:21]([NH:30][CH2:31][CH2:32][NH:33][C:34]2[CH:39]=[CH:38][C:37]([N+:40]([O-:42])=[O:41])=[CH:36][N:35]=2)[N:20]=1.